From a dataset of Full USPTO retrosynthesis dataset with 1.9M reactions from patents (1976-2016). Predict the reactants needed to synthesize the given product. (1) The reactants are: [C:1]([O:5][C:6]([N:8]1[CH2:13][CH2:12][C:11]2([CH2:18][CH2:17][NH:16][CH2:15][CH2:14]2)[CH2:10][CH2:9]1)=[O:7])([CH3:4])([CH3:3])[CH3:2].C(N(CC)CC)C.[C:26]([C:28]1[CH:36]=[CH:35][C:31]([C:32](Cl)=[O:33])=[CH:30][CH:29]=1)#[N:27]. Given the product [C:1]([O:5][C:6]([N:8]1[CH2:13][CH2:12][C:11]2([CH2:18][CH2:17][N:16]([C:32](=[O:33])[C:31]3[CH:35]=[CH:36][C:28]([C:26]#[N:27])=[CH:29][CH:30]=3)[CH2:15][CH2:14]2)[CH2:10][CH2:9]1)=[O:7])([CH3:4])([CH3:2])[CH3:3], predict the reactants needed to synthesize it. (2) Given the product [I-:24].[CH:1]1([C@@:6]([C:17]2[CH:22]=[CH:21][CH:20]=[CH:19][CH:18]=2)([CH3:16])[C:7]([O:9][C@H:10]2[CH2:14][CH2:13][N+:12]([CH3:23])([CH3:15])[CH2:11]2)=[O:8])[CH2:5][CH2:4][CH2:3][CH2:2]1, predict the reactants needed to synthesize it. The reactants are: [CH:1]1([C@@:6]([C:17]2[CH:22]=[CH:21][CH:20]=[CH:19][CH:18]=2)([CH3:16])[C:7]([O:9][C@H:10]2[CH2:14][CH2:13][N:12]([CH3:15])[CH2:11]2)=[O:8])[CH2:5][CH2:4][CH2:3][CH2:2]1.[CH3:23][I:24]. (3) Given the product [Cl:3][C:4]1[CH:5]=[C:6]([N:10]2[CH2:15][CH2:14][N:13]([CH2:17][CH2:18][CH2:19][C:20]([N:22]3[C:30]4[C:25](=[CH:26][CH:27]=[CH:28][CH:29]=4)[CH2:24][CH2:23]3)=[O:21])[CH2:12][CH2:11]2)[CH:7]=[CH:8][CH:9]=1, predict the reactants needed to synthesize it. The reactants are: Cl.Cl.[Cl:3][C:4]1[CH:5]=[C:6]([N:10]2[CH2:15][CH2:14][NH:13][CH2:12][CH2:11]2)[CH:7]=[CH:8][CH:9]=1.Cl[CH2:17][CH2:18][CH2:19][C:20]([N:22]1[C:30]2[C:25](=[CH:26][CH:27]=[CH:28][CH:29]=2)[CH2:24][CH2:23]1)=[O:21]. (4) Given the product [CH2:39]([C:29]1([CH2:37][CH3:38])[O:28][C:27](=[O:41])[N:26]([CH2:25][CH2:24][C:23]([NH:22][CH2:21][CH:20]([OH:44])[C:11]2[C:12]3[O:17][CH2:16][C:15](=[O:18])[NH:14][C:13]=3[CH:19]=[C:9]([OH:8])[CH:10]=2)([CH3:42])[CH3:43])[C:31]2[CH:32]=[C:33]([F:36])[CH:34]=[CH:35][C:30]1=2)[CH3:40], predict the reactants needed to synthesize it. The reactants are: C([O:8][C:9]1[CH:10]=[C:11]([CH:20]([OH:44])[CH2:21][NH:22][C:23]([CH3:43])([CH3:42])[CH2:24][CH2:25][N:26]2[C:31]3[CH:32]=[C:33]([F:36])[CH:34]=[CH:35][C:30]=3[C:29]([CH2:39][CH3:40])([CH2:37][CH3:38])[O:28][C:27]2=[O:41])[C:12]2[O:17][CH2:16][C:15](=[O:18])[NH:14][C:13]=2[CH:19]=1)C1C=CC=CC=1.Cl.